Dataset: Catalyst prediction with 721,799 reactions and 888 catalyst types from USPTO. Task: Predict which catalyst facilitates the given reaction. (1) Reactant: [CH3:1][N+:2]1[CH:6]=[CH:5][NH:4][CH:3]=1.[CH2:7]([I:13])[CH2:8][CH2:9][CH2:10][CH2:11][CH3:12]. Product: [I-:13].[CH2:7]([N+:4]1[CH:5]=[CH:6][N:2]([CH3:1])[CH:3]=1)[CH2:8][CH2:9][CH2:10][CH2:11][CH3:12]. The catalyst class is: 11. (2) Reactant: [Br-].[SH3+:2].[F:3][C:4]([F:19])([S:15]([O-:18])(=[O:17])=[O:16])[C:5]([F:14])([F:13])[C:6]([F:12])([F:11])[C:7]([F:10])([F:9])[F:8].[Na+]. Product: [F:19][C:4]([F:3])([S:15]([O-:18])(=[O:17])=[O:16])[C:5]([F:13])([F:14])[C:6]([F:12])([F:11])[C:7]([F:10])([F:9])[F:8].[SH3+:2]. The catalyst class is: 463. (3) Reactant: [H-].[Na+].[C:3]([C:5]1[CH:10]=[CH:9][C:8]([OH:11])=[CH:7][CH:6]=1)#[N:4].[Cl:12][C:13]1[CH:29]=[C:28]([Cl:30])[CH:27]=[CH:26][C:14]=1[CH2:15][NH:16][C:17](=[O:25])[C:18]1[CH:23]=[CH:22][N:21]=[C:20](F)[CH:19]=1. The catalyst class is: 80. Product: [C:3]([C:5]1[CH:10]=[CH:9][C:8]([O:11][C:20]2[CH:19]=[C:18]([CH:23]=[CH:22][N:21]=2)[C:17]([NH:16][CH2:15][C:14]2[CH:26]=[CH:27][C:28]([Cl:30])=[CH:29][C:13]=2[Cl:12])=[O:25])=[CH:7][CH:6]=1)#[N:4]. (4) Reactant: Cl[C:2]1[CH:3]=[C:4]([S:9]([C:12]2[CH:17]=[C:16](Cl)[CH:15]=[C:14](Cl)[CH:13]=2)(=[O:11])=[O:10])[CH:5]=[C:6](Cl)[CH:7]=1.[C:20]1(B(O)O)[CH:25]=[CH:24][CH:23]=[CH:22][CH:21]=1.P([O-])([O-])([O-])=O.[K+].[K+].[K+].[CH:37]1(P([CH:37]2[CH2:42][CH2:41][CH2:40][CH2:39][CH2:38]2)[CH:37]2[CH2:42][CH2:41][CH2:40][CH2:39][CH2:38]2)[CH2:42][CH2:41][CH2:40][CH2:39][CH2:38]1. The catalyst class is: 12. Product: [C:20]1([C:2]2[CH:3]=[C:4]([S:9]([C:12]3[CH:17]=[C:16]([C:2]4[CH:3]=[CH:4][CH:5]=[CH:6][CH:7]=4)[CH:15]=[C:14]([C:37]4[CH:42]=[CH:41][CH:40]=[CH:39][CH:38]=4)[CH:13]=3)(=[O:11])=[O:10])[CH:5]=[C:6]([C:12]3[CH:17]=[CH:16][CH:15]=[CH:14][CH:13]=3)[CH:7]=2)[CH:25]=[CH:24][CH:23]=[CH:22][CH:21]=1. (5) Reactant: [F:1][C:2]1[CH:3]=[C:4]([C@@:9]2([CH3:41])[N:18]([CH2:19]/[CH:20]=[CH:21]/[C:22]3[CH:23]=[C:24]4[C:37](=[CH:38][CH:39]=3)[CH2:36][C:26]3([C:34]5[C:29](=[N:30][CH:31]=[CH:32][CH:33]=5)[NH:28][C:27]3=[O:35])[CH2:25]4)[C:17](=[O:40])[C:12]3([CH2:16][CH2:15][CH2:14][CH2:13]3)[NH:11][CH2:10]2)[CH:5]=[C:6]([F:8])[CH:7]=1. Product: [F:8][C:6]1[CH:5]=[C:4]([C@@:9]2([CH3:41])[N:18]([CH2:19][CH2:20][CH2:21][C:22]3[CH:23]=[C:24]4[C:37](=[CH:38][CH:39]=3)[CH2:36][C@:26]3([C:34]5[C:29](=[N:30][CH:31]=[CH:32][CH:33]=5)[NH:28][C:27]3=[O:35])[CH2:25]4)[C:17](=[O:40])[C:12]3([CH2:13][CH2:14][CH2:15][CH2:16]3)[NH:11][CH2:10]2)[CH:3]=[C:2]([F:1])[CH:7]=1. The catalyst class is: 19. (6) Reactant: [S:1]1[C:5]2[CH:6]=[CH:7][CH:8]=[CH:9][C:4]=2[N:3]=[C:2]1[N:10]1[C:14](=[O:15])[CH:13]=[C:12]([C:16]2[CH:21]=[CH:20][CH:19]=[CH:18][C:17]=2[O:22][CH3:23])[NH:11]1.CO[CH:26](OC)[N:27]([CH3:29])[CH3:28]. Product: [S:1]1[C:5]2[CH:6]=[CH:7][CH:8]=[CH:9][C:4]=2[N:3]=[C:2]1[N:10]1[C:14](=[O:15])[C:13](=[CH:26][N:27]([CH3:29])[CH3:28])[C:12]([C:16]2[CH:21]=[CH:20][CH:19]=[CH:18][C:17]=2[O:22][CH3:23])=[N:11]1. The catalyst class is: 165.